Dataset: Full USPTO retrosynthesis dataset with 1.9M reactions from patents (1976-2016). Task: Predict the reactants needed to synthesize the given product. Given the product [Br:2][CH2:11][C:12]1[N:16]([CH3:17])[N:15]=[CH:14][C:13]=1[C:18]1[O:22][N:21]=[C:20]([C:23]2[CH:24]=[C:25]([S:29]([NH2:32])(=[O:31])=[O:30])[CH:26]=[CH:27][CH:28]=2)[N:19]=1, predict the reactants needed to synthesize it. The reactants are: P(Br)(Br)[Br:2].O1CCCC1.O[CH2:11][C:12]1[N:16]([CH3:17])[N:15]=[CH:14][C:13]=1[C:18]1[O:22][N:21]=[C:20]([C:23]2[CH:24]=[C:25]([S:29]([NH2:32])(=[O:31])=[O:30])[CH:26]=[CH:27][CH:28]=2)[N:19]=1.